Task: Predict the reaction yield, written as a fraction of the theoretical maximum amount of product (1.0 means a 100% yield; for example, 0.34 means a 34% yield).. Dataset: Reaction yield outcomes from USPTO patents with 853,638 reactions (1) The reactants are [2H-].[Al+3].[Li+].[2H-].[2H-].[2H-].[C:7]12([CH3:17])[C:14]([CH3:16])([CH3:15])[CH:11]([CH2:12][CH2:13]1)[CH2:10][C:8]2=[O:9].[H-]. The catalyst is CCOCC. The product is [CH3:15][C:14]1([CH3:16])[C:7]2([CH3:17])[CH:8]([OH:9])[CH2:10][CH:11]1[CH2:12][CH2:13]2. The yield is 1.00. (2) The reactants are CC(OI1(OC(C)=O)(OC(C)=O)OC(=O)C2C=CC=CC1=2)=O.[OH:23][CH:24]([C:28]1[C:41]2[C:32](=[C:33]3[CH2:44][CH2:43][CH2:42][N:35]4[CH2:36][CH2:37][CH2:38][C:39]([CH:40]=2)=[C:34]34)[O:31][C:30](=[O:45])[CH:29]=1)[CH:25]([CH3:27])[CH3:26]. The catalyst is C(Cl)Cl. The product is [C:24]([C:28]1[C:41]2[C:32](=[C:33]3[CH2:44][CH2:43][CH2:42][N:35]4[CH2:36][CH2:37][CH2:38][C:39]([CH:40]=2)=[C:34]34)[O:31][C:30](=[O:45])[CH:29]=1)(=[O:23])[CH:25]([CH3:27])[CH3:26]. The yield is 0.610.